This data is from Forward reaction prediction with 1.9M reactions from USPTO patents (1976-2016). The task is: Predict the product of the given reaction. (1) Given the reactants CS([C:5]1[NH:9][C:8]2[CH:10]=[CH:11][CH:12]=[CH:13][C:7]=2[N:6]=1)(=O)=O.[Br:14][C:15]1[CH:20]=[CH:19][C:18]([OH:21])=[CH:17][CH:16]=1.[OH-].[Na+], predict the reaction product. The product is: [Br:14][C:15]1[CH:20]=[CH:19][C:18]([O:21][C:5]2[NH:9][C:8]3[CH:10]=[CH:11][CH:12]=[CH:13][C:7]=3[N:6]=2)=[CH:17][CH:16]=1. (2) Given the reactants [CH3:1][O:2][CH2:3][CH2:4][O:5][C:6]1[C:15]([O:16][CH2:17][CH2:18][O:19][CH3:20])=[CH:14][CH:13]=[CH:12][C:7]=1[C:8](OC)=[O:9].[H-].[Al+3].[Li+].[H-].[H-].[H-].O.[OH-].[Na+], predict the reaction product. The product is: [CH3:1][O:2][CH2:3][CH2:4][O:5][C:6]1[C:15]([O:16][CH2:17][CH2:18][O:19][CH3:20])=[CH:14][CH:13]=[CH:12][C:7]=1[CH2:8][OH:9]. (3) Given the reactants C[O:2][C:3](=[O:31])[CH2:4][C@H:5]([N:7]1[C:16](=[O:17])[C:15]2[C:10](=[CH:11][CH:12]=[CH:13][CH:14]=2)[N:9]([CH2:18][C:19]2[C:23]3[C:24]([CH3:29])=[CH:25][C:26]([CH3:28])=[CH:27][C:22]=3[S:21][N:20]=2)[C:8]1=[O:30])[CH3:6].[Li+].[OH-].Cl, predict the reaction product. The product is: [CH3:29][C:24]1[C:23]2[C:19]([CH2:18][N:9]3[C:10]4[C:15](=[CH:14][CH:13]=[CH:12][CH:11]=4)[C:16](=[O:17])[N:7]([C@H:5]([CH3:6])[CH2:4][C:3]([OH:31])=[O:2])[C:8]3=[O:30])=[N:20][S:21][C:22]=2[CH:27]=[C:26]([CH3:28])[CH:25]=1. (4) Given the reactants [F:1][C:2]1[CH:3]=[C:4]([CH:22]=[C:23]([C:25]([F:28])([F:27])[F:26])[CH:24]=1)[CH2:5][C@@H:6]1[CH2:11][C@H:10]([C:12]2[O:16][NH:15][C:14](=[O:17])[CH:13]=2)[CH2:9][CH2:8][N:7]1C(OC)=O.Br, predict the reaction product. The product is: [F:1][C:2]1[CH:3]=[C:4]([CH:22]=[C:23]([C:25]([F:27])([F:26])[F:28])[CH:24]=1)[CH2:5][C@@H:6]1[CH2:11][C@H:10]([C:12]2[O:16][NH:15][C:14](=[O:17])[CH:13]=2)[CH2:9][CH2:8][NH:7]1. (5) Given the reactants [CH2:1]1[C:10]2[C:5](=[CH:6][CH:7]=[C:8]([C:11]([OH:13])=[O:12])[CH:9]=2)[CH2:4][CH2:3][NH:2]1.C1C[O:17][CH2:16][CH2:15]1, predict the reaction product. The product is: [C:16]([N:2]1[CH2:3][CH2:4][C:5]2[C:10](=[CH:9][C:8]([C:11]([OH:13])=[O:12])=[CH:7][CH:6]=2)[CH2:1]1)(=[O:17])[CH3:15]. (6) The product is: [F:23][C:11]1[CH:12]=[C:13]([CH3:22])[C:14]([S:16][CH2:17][C:18]([F:21])([F:20])[F:19])=[CH:15][C:10]=1[N:9]1[C:5]([NH:4][CH3:1])=[CH:6][C:7]([O:24][C:25]([F:40])([F:39])[CH:26]([F:38])[O:27][C:28]([F:36])([F:37])[C:29]([F:34])([F:35])[C:30]([F:32])([F:33])[F:31])=[N:8]1. Given the reactants [C:1]([NH:4][C:5]1[N:9]([C:10]2[CH:15]=[C:14]([S:16][CH2:17][C:18]([F:21])([F:20])[F:19])[C:13]([CH3:22])=[CH:12][C:11]=2[F:23])[N:8]=[C:7]([O:24][C:25]([F:40])([F:39])[CH:26]([F:38])[O:27][C:28]([F:37])([F:36])[C:29]([F:35])([F:34])[C:30]([F:33])([F:32])[F:31])[CH:6]=1)(=O)C.[H-].[Na+].CI.O, predict the reaction product. (7) Given the reactants [CH3:1][C:2]1([CH3:11])[CH:4]2[CH:5]3[O:7][C:6]3([CH3:10])[CH2:8][CH2:9][CH:3]12.O.C(O)(=[O:15])C, predict the reaction product. The product is: [C:6]1([OH:7])([CH3:10])[CH2:8][CH2:9][CH:3]([C:2]([OH:15])([CH3:11])[CH3:1])[CH:4]=[CH:5]1. (8) Given the reactants [CH:1]1([NH:5][C:6]([C@@H:8]2[CH2:12][CH2:11][CH2:10][N:9]2[C:13](=[O:30])[CH2:14][O:15][C:16]2[C:25]3[C:20](=[CH:21][C:22]([CH3:26])=[CH:23][CH:24]=3)[N:19]=[C:18]([C:27]([OH:29])=O)[CH:17]=2)=[O:7])[CH2:4][CH2:3][CH2:2]1.CCN(C(C)C)C(C)C.C1C=CC2N(O)N=NC=2C=1.[CH2:50]([O:54][C:55]([N:57]1[CH2:62][CH2:61][N:60]([C:63](=[O:73])[C@@H:64]([NH2:72])[CH2:65][CH2:66][C:67]2[N:68]=[N:69][NH:70][N:71]=2)[CH2:59][CH2:58]1)=[O:56])[CH2:51][CH2:52][CH3:53], predict the reaction product. The product is: [CH2:50]([O:54][C:55]([N:57]1[CH2:58][CH2:59][N:60]([C:63](=[O:73])[C@@H:64]([NH:72][C:27]([C:18]2[CH:17]=[C:16]([O:15][CH2:14][C:13]([N:9]3[CH2:10][CH2:11][CH2:12][C@H:8]3[C:6](=[O:7])[NH:5][CH:1]3[CH2:4][CH2:3][CH2:2]3)=[O:30])[C:25]3[C:20](=[CH:21][C:22]([CH3:26])=[CH:23][CH:24]=3)[N:19]=2)=[O:29])[CH2:65][CH2:66][C:67]2[N:71]=[N:70][NH:69][N:68]=2)[CH2:61][CH2:62]1)=[O:56])[CH2:51][CH2:52][CH3:53].